Dataset: Forward reaction prediction with 1.9M reactions from USPTO patents (1976-2016). Task: Predict the product of the given reaction. (1) Given the reactants [CH3:1][N:2]1[CH2:19][CH2:18][C:5]2[NH:6][C:7]3[CH:8]=[CH:9][C:10]([O:13][C:14]([F:17])([F:16])[F:15])=[CH:11][C:12]=3[C:4]=2[CH2:3]1.[H-].[Na+].[O:22]1[CH2:24][CH:23]1[C:25]1[CH:30]=[CH:29][N:28]=[CH:27][CH:26]=1, predict the reaction product. The product is: [CH3:1][N:2]1[CH2:19][CH2:18][C:5]2[N:6]([CH2:24][CH:23]([C:25]3[CH:30]=[CH:29][N:28]=[CH:27][CH:26]=3)[OH:22])[C:7]3[CH:8]=[CH:9][C:10]([O:13][C:14]([F:17])([F:15])[F:16])=[CH:11][C:12]=3[C:4]=2[CH2:3]1. (2) Given the reactants [C:1]([C:4]1[CH:9]=[CH:8][CH:7]=[CH:6][C:5]=1[CH:10]1[CH2:14][CH2:13][N:12](C(OC(C)(C)C)=O)[CH2:11]1)(=[O:3])[NH2:2].Cl, predict the reaction product. The product is: [NH:12]1[CH2:13][CH2:14][CH:10]([C:5]2[CH:6]=[CH:7][CH:8]=[CH:9][C:4]=2[C:1]([NH2:2])=[O:3])[CH2:11]1. (3) Given the reactants [H-].[Na+].[F:3][C:4]1[CH:9]=[CH:8][C:7]([CH:10]([N:13]2[CH2:18][CH2:17][CH2:16]/[C:15](=[CH:19]\[C:20]3[CH:25]=[CH:24][C:23]([N:26]4[CH:30]=[C:29]([CH3:31])[N:28]=[CH:27]4)=[C:22]([O:32][CH3:33])[CH:21]=3)/[C:14]2=[O:34])[CH2:11][OH:12])=[CH:6][CH:5]=1.CI.O.[C:38](=O)(O)[O-].[Na+], predict the reaction product. The product is: [F:3][C:4]1[CH:9]=[CH:8][C:7]([C@@H:10]([N:13]2[CH2:18][CH2:17][CH2:16]/[C:15](=[CH:19]\[C:20]3[CH:25]=[CH:24][C:23]([N:26]4[CH:30]=[C:29]([CH3:31])[N:28]=[CH:27]4)=[C:22]([O:32][CH3:33])[CH:21]=3)/[C:14]2=[O:34])[CH2:11][O:12][CH3:38])=[CH:6][CH:5]=1. (4) Given the reactants [CH3:1][C:2]1[CH2:3][C:4](=[O:13])[N:5]([C:7]2[CH:12]=[CH:11][CH:10]=[CH:9][N:8]=2)[N:6]=1.[CH3:14][N:15]([CH3:24])[C:16]1[CH:23]=[CH:22][C:19]([CH:20]=O)=[CH:18][CH:17]=1.N1CCCCC1, predict the reaction product. The product is: [CH3:14][N:15]([CH3:24])[C:16]1[CH:23]=[CH:22][C:19](/[CH:20]=[C:3]2/[C:4](=[O:13])[N:5]([C:7]3[CH:12]=[CH:11][CH:10]=[CH:9][N:8]=3)[N:6]=[C:2]/2[CH3:1])=[CH:18][CH:17]=1. (5) Given the reactants C(OC(=O)[NH:7][C@H:8]1[CH2:13][C@@H:12]([C:14]2[CH:19]=[CH:18][CH:17]=[C:16]([F:20])[C:15]=2[F:21])[CH2:11][N:10]([CH2:22][C:23]([F:26])([F:25])[F:24])[C:9]1=[O:27])(C)(C)C.[ClH:29], predict the reaction product. The product is: [ClH:29].[NH2:7][C@H:8]1[CH2:13][C@@H:12]([C:14]2[CH:19]=[CH:18][CH:17]=[C:16]([F:20])[C:15]=2[F:21])[CH2:11][N:10]([CH2:22][C:23]([F:26])([F:24])[F:25])[C:9]1=[O:27].